Dataset: Reaction yield outcomes from USPTO patents with 853,638 reactions. Task: Predict the reaction yield, written as a fraction of the theoretical maximum amount of product (1.0 means a 100% yield; for example, 0.34 means a 34% yield). (1) The reactants are [N+:1]([C:4]1[C:9]([N+:10]([O-:12])=[O:11])=[CH:8][C:7]([NH2:13])=[C:6]([NH2:14])[CH:5]=1)([O-:3])=[O:2]. The catalyst is C(O)C. The product is [CH2:9]([C:4]1[C:5]([CH2:6][CH3:7])=[N:14][C:6]2[C:7](=[CH:8][C:9]([N+:10]([O-:12])=[O:11])=[C:4]([N+:1]([O-:3])=[O:2])[CH:5]=2)[N:13]=1)[CH3:8]. The yield is 0.720. (2) The reactants are [F:1][C:2]1[CH:7]=[CH:6][CH:5]=[C:4]([F:8])[C:3]=1[N:9]1[C:14]2[N:15]=[C:16]([NH:27][CH2:28][C:29]#[N:30])[N:17]=[C:18]([C:19]3[CH:24]=[CH:23][C:22]([F:25])=[CH:21][C:20]=3[CH3:26])[C:13]=2[CH:12]=[CH:11][C:10]1=[O:31].Cl.C(N(CC)CC)C.[N-:40]=[N+:41]=[N-:42].[Na+]. No catalyst specified. The product is [F:1][C:2]1[CH:7]=[CH:6][CH:5]=[C:4]([F:8])[C:3]=1[N:9]1[C:14]2[N:15]=[C:16]([NH:27][CH2:28][C:29]3[NH:42][N:41]=[N:40][N:30]=3)[N:17]=[C:18]([C:19]3[CH:24]=[CH:23][C:22]([F:25])=[CH:21][C:20]=3[CH3:26])[C:13]=2[CH:12]=[CH:11][C:10]1=[O:31]. The yield is 0.0960. (3) The reactants are [C:1](Cl)(=[O:28])[O:2][CH2:3][CH2:4][N:5]1[CH:9]=[C:8]([C:10]([CH3:13])([CH3:12])[CH3:11])[S:7]/[C:6]/1=[N:14]\[C:15](=[O:27])[C:16]1[CH:21]=[C:20]([C:22]([F:25])([F:24])[F:23])[CH:19]=[CH:18][C:17]=1F.[NH:30]1[CH2:33][CH2:32][CH2:31]1. The catalyst is C(Cl)Cl.CO. The product is [N:30]1([C:1]([O:2][CH2:3][CH2:4][N:5]2[CH:9]=[C:8]([C:10]([CH3:13])([CH3:12])[CH3:11])[S:7]/[C:6]/2=[N:14]\[C:15](=[O:27])[C:16]2[CH:21]=[C:20]([C:22]([F:25])([F:24])[F:23])[CH:19]=[CH:18][C:17]=2[N:30]2[CH2:33][CH2:32][CH2:31]2)=[O:28])[CH2:33][CH2:32][CH2:31]1. The yield is 0.194. (4) The reactants are C([CH:8]1[O:16][C:15]2[C:10](=[C:11]([S:17]([NH2:20])(=[O:19])=[O:18])[CH:12]=[CH:13][CH:14]=2)[O:9]1)(OC(C)(C)C)=O.[C:21](=[O:24])([O-])[O-:22].[Cs+].[Cs+].Cl[CH2:28][CH2:29][CH2:30][N:31]1[CH2:36][CH2:35][O:34][CH2:33][CH2:32]1.[C:37](OCC)(=O)[CH3:37].[CH3:46][CH2:47][CH2:48][CH2:46][CH2:47][CH3:48]. The catalyst is O1CCOCC1. The product is [CH2:30]([N:31]1[CH2:36][CH2:35][O:34][CH2:33][CH2:32]1)[CH2:29][CH3:28].[CH2:8]1[O:16][C:15]2[C:10](=[C:11]([S:17]([NH:20][C:21]([O:22][C:47]([CH3:46])([CH3:48])[CH3:37])=[O:24])(=[O:18])=[O:19])[CH:12]=[CH:13][CH:14]=2)[O:9]1. The yield is 0.130. (5) The reactants are [F:1][C:2]([F:20])([F:19])[C:3]1[CH:4]=[C:5]([CH:13]2[CH2:18][CH2:17][CH2:16][NH:15][CH2:14]2)[CH:6]=[C:7]([C:9]([F:12])([F:11])[F:10])[CH:8]=1.[F:21][C:22]([F:27])([F:26])[C@@H:23]1[CH2:25][O:24]1. The catalyst is C(#N)C. The product is [F:10][C:9]([F:11])([F:12])[C:7]1[CH:6]=[C:5]([CH:13]2[CH2:18][CH2:17][CH2:16][N:15]([CH2:25][C@H:23]([OH:24])[C:22]([F:27])([F:26])[F:21])[CH2:14]2)[CH:4]=[C:3]([C:2]([F:1])([F:19])[F:20])[CH:8]=1. The yield is 1.00. (6) The reactants are [C:1]([C:3]1[CH:4]=[C:5]([C:13]2[S:17][C:16]([C:18]3[CH:26]=[CH:25][CH:24]=[C:23]4[C:19]=3[CH2:20][CH2:21][C@@H:22]4[NH:27]C(=O)OC(C)(C)C)=[N:15][CH:14]=2)[CH:6]=[CH:7][C:8]=1[O:9][CH:10]([CH3:12])[CH3:11])#[N:2].[ClH:35]. The catalyst is O1CCOCC1.C(OCC)C. The product is [ClH:35].[NH2:27][C@@H:22]1[C:23]2[C:19](=[C:18]([C:16]3[S:17][C:13]([C:5]4[CH:6]=[CH:7][C:8]([O:9][CH:10]([CH3:12])[CH3:11])=[C:3]([CH:4]=4)[C:1]#[N:2])=[CH:14][N:15]=3)[CH:26]=[CH:25][CH:24]=2)[CH2:20][CH2:21]1. The yield is 1.00. (7) The reactants are [Cl:1][C:2]1[CH:7]=[C:6]([F:8])[CH:5]=[CH:4][C:3]=1[N:9]1[CH:13]=[N:12][N:11]=[C:10]1[C:14]1[S:23][C:22]2[C:21]3[CH:24]=[C:25]([C:28]#[N:29])[CH:26]=[CH:27][C:20]=3[O:19][CH2:18][CH2:17][C:16]=2[CH:15]=1.C([O-])([O-])=[O:31].[K+].[K+].OO. The catalyst is CS(C)=O.CO. The product is [Cl:1][C:2]1[CH:7]=[C:6]([F:8])[CH:5]=[CH:4][C:3]=1[N:9]1[CH:13]=[N:12][N:11]=[C:10]1[C:14]1[S:23][C:22]2[C:21]3[CH:24]=[C:25]([C:28]([NH2:29])=[O:31])[CH:26]=[CH:27][C:20]=3[O:19][CH2:18][CH2:17][C:16]=2[CH:15]=1. The yield is 0.890.